From a dataset of Full USPTO retrosynthesis dataset with 1.9M reactions from patents (1976-2016). Predict the reactants needed to synthesize the given product. (1) Given the product [CH3:33][Si:2]([CH3:1])([CH3:32])[CH2:3][CH2:4][O:5][CH2:6][N:7]1[C:15]2[CH2:14][CH2:13][CH2:12][C:10]=2[C:9]([C:29]([OH:31])=[O:30])=[N:8]1, predict the reactants needed to synthesize it. The reactants are: [CH3:1][Si:2]([CH3:33])([CH3:32])[CH2:3][CH2:4][O:5][CH2:6][N:7]1[C:15]2[CH2:14][CH2:13][CH:12](C3C=NN(COCC[Si](C)(C)C)C=3)C[C:10]=2[C:9]([C:29]([OH:31])=[O:30])=[N:8]1.C[Si](C)(C)CCOCN1C=C(C2CCC(=O)CC2)C=N1. (2) Given the product [C:17]([O:21][C:22]([N:24]1[C:35]2[C:27](=[C:28]3[C:32](=[CH:33][CH:34]=2)[NH:31][C:30]([C:36]([OH:38])=[O:37])=[CH:29]3)[CH2:26][CH2:25]1)=[O:23])([CH3:20])([CH3:18])[CH3:19], predict the reactants needed to synthesize it. The reactants are: C1C2=C3C(=CC=C2NC1)NC(C(OC)=O)=C3.[C:17]([O:21][C:22]([N:24]1[C:35]2[C:27](=[C:28]3[C:32](=[CH:33][CH:34]=2)[NH:31][C:30]([C:36]([O:38]C)=[O:37])=[CH:29]3)[CH2:26][CH2:25]1)=[O:23])([CH3:20])([CH3:19])[CH3:18].CCN(C(C)C)C(C)C. (3) Given the product [F:1][C:2]1([CH2:11][CH2:12][CH:13]2[C:21]3[C:16](=[CH:17][CH:18]=[CH:19][CH:20]=3)[C:15]3=[CH:22][N:23]=[CH:24][N:14]23)[CH2:3][CH2:4][CH:5]([C:8]([NH2:26])=[O:10])[CH2:6][CH2:7]1, predict the reactants needed to synthesize it. The reactants are: [F:1][C:2]1([CH2:11][CH2:12][CH:13]2[C:21]3[C:16](=[CH:17][CH:18]=[CH:19][CH:20]=3)[C:15]3=[CH:22][N:23]=[CH:24][N:14]23)[CH2:7][CH2:6][CH:5]([C:8]([OH:10])=O)[CH2:4][CH2:3]1.O[N:26]1C(=O)CCC1=O.C1CCC(N=C=NC2CCCCC2)CC1.N.CO. (4) Given the product [Br-:1].[C:11]([O:15][C:16]([NH:18][CH:19]([C:31]1[CH:36]=[CH:35][C:34]([Cl:37])=[CH:33][CH:32]=1)[C:20]([O:22][C@@H:23]1[CH:28]2[CH2:27][CH2:26][N+:25]([CH2:2][C:3](=[O:4])[C:5]3[CH:10]=[CH:9][CH:8]=[CH:7][CH:6]=3)([CH2:30][CH2:29]2)[CH2:24]1)=[O:21])=[O:17])([CH3:14])([CH3:12])[CH3:13], predict the reactants needed to synthesize it. The reactants are: [Br:1][CH2:2][C:3]([C:5]1[CH:10]=[CH:9][CH:8]=[CH:7][CH:6]=1)=[O:4].[C:11]([O:15][C:16]([NH:18][CH:19]([C:31]1[CH:36]=[CH:35][C:34]([Cl:37])=[CH:33][CH:32]=1)[C:20]([O:22][C@@H:23]1[CH:28]2[CH2:29][CH2:30][N:25]([CH2:26][CH2:27]2)[CH2:24]1)=[O:21])=[O:17])([CH3:14])([CH3:13])[CH3:12]. (5) Given the product [CH3:1][O:2][C:3]([C:5]1([CH3:21])[CH2:10][CH2:9][CH2:8][CH:7]([NH:11][C:12]2[C:17]([F:18])=[CH:16][N:15]=[C:14]([C:31]3[C:25]4[C:26](=[N:27][CH:28]=[C:23]([Cl:22])[CH:24]=4)[N:29]([S:41]([C:44]4[CH:49]=[CH:48][C:47]([CH3:50])=[CH:46][CH:45]=4)(=[O:42])=[O:43])[CH:30]=3)[N:13]=2)[CH:6]1[OH:20])=[O:4], predict the reactants needed to synthesize it. The reactants are: [CH3:1][O:2][C:3]([C:5]1([CH3:21])[CH2:10][CH2:9][CH2:8][CH:7]([NH:11][C:12]2[C:17]([F:18])=[CH:16][N:15]=[C:14](Cl)[N:13]=2)[CH:6]1[OH:20])=[O:4].[Cl:22][C:23]1[CH:24]=[C:25]2[C:31](B3OC(C)(C)C(C)(C)O3)=[CH:30][N:29]([S:41]([C:44]3[CH:49]=[CH:48][C:47]([CH3:50])=[CH:46][CH:45]=3)(=[O:43])=[O:42])[C:26]2=[N:27][CH:28]=1.C([O-])([O-])=O.[Na+].[Na+]. (6) Given the product [OH:28][C:5]1[C:6]([CH2:25][CH2:26][CH3:27])=[C:7]([O:8][CH2:9][CH2:10][CH2:11][CH2:12][N:13]([CH3:22])[C:14]2[CH:21]=[CH:20][C:17]([C:18]3[N:39]=[N:40][NH:41][N:19]=3)=[CH:16][CH:15]=2)[CH:23]=[CH:24][C:4]=1[C:1](=[O:3])[CH3:2], predict the reactants needed to synthesize it. The reactants are: [C:1]([C:4]1[CH:24]=[CH:23][C:7]([O:8][CH2:9][CH2:10][CH2:11][CH2:12][N:13]([CH3:22])[C:14]2[CH:21]=[CH:20][C:17]([C:18]#[N:19])=[CH:16][CH:15]=2)=[C:6]([CH2:25][CH2:26][CH3:27])[C:5]=1[OH:28])(=[O:3])[CH3:2].C([Sn](=O)CCCC)CCC.[N:39]([Si](C)(C)C)=[N+:40]=[N-:41]. (7) Given the product [Cl:23][C:24]1[CH:29]=[CH:28][C:27]([C:30]2[NH:11][C:10]3[N:9]([N:8]=[CH:7][C:6]=3[C:2]3[S:1][CH:5]=[CH:4][N:3]=3)[C:32](=[O:33])[CH:31]=2)=[CH:26][C:25]=1[O:38][CH3:39], predict the reactants needed to synthesize it. The reactants are: [S:1]1[CH:5]=[CH:4][N:3]=[C:2]1[C:6]1[CH:7]=[N:8][NH:9][C:10]=1[NH2:11].CC1C=CC(S(O)(=O)=O)=CC=1.[Cl:23][C:24]1[CH:29]=[CH:28][C:27]([C:30](=O)[CH2:31][C:32](OCC)=[O:33])=[CH:26][C:25]=1[O:38][CH3:39].